This data is from Full USPTO retrosynthesis dataset with 1.9M reactions from patents (1976-2016). The task is: Predict the reactants needed to synthesize the given product. (1) Given the product [CH3:1][C:2]1[CH:10]=[CH:9][CH:8]=[C:7]2[C:3]=1[C:4](=[CH:13][NH:38][C:35]1[CH:36]=[CH:37][C:32]([NH:31][CH2:30][CH2:29][CH2:28][N:22]3[CH2:27][CH2:26][O:25][CH2:24][CH2:23]3)=[CH:33][CH:34]=1)[C:5](=[O:11])[NH:6]2, predict the reactants needed to synthesize it. The reactants are: [CH3:1][C:2]1[CH:10]=[CH:9][CH:8]=[C:7]2[C:3]=1[CH2:4][C:5](=[O:11])[NH:6]2.N1C2C(=CC=CC=2)C[C:13]1=O.[N:22]1([CH2:28][CH2:29][CH2:30][NH:31][C:32]2[CH:37]=[CH:36][C:35]([NH2:38])=[CH:34][CH:33]=2)[CH2:27][CH2:26][O:25][CH2:24][CH2:23]1.NC1C=CC=CC=1. (2) The reactants are: Cl[C:2]1[C:3]2[C:4](=[CH:16][N:17](CC3C=CC(OC)=CC=3)[N:18]=2)[N:5]=[C:6]([C:8]2[CH:13]=[CH:12][CH:11]=[C:10]([S:14][CH3:15])[CH:9]=2)[N:7]=1.[NH2:28][C:29]1[CH:38]=[C:37]2[C:32]([CH2:33][CH2:34][C:35](=[O:39])[NH:36]2)=[CH:31][CH:30]=1.Cl. Given the product [CH3:15][S:14][C:10]1[CH:9]=[C:8]([C:6]2[N:7]=[C:2]([NH:28][C:29]3[CH:38]=[C:37]4[C:32]([CH2:33][CH2:34][C:35](=[O:39])[NH:36]4)=[CH:31][CH:30]=3)[C:3]3[NH:18][N:17]=[CH:16][C:4]=3[N:5]=2)[CH:13]=[CH:12][CH:11]=1, predict the reactants needed to synthesize it. (3) Given the product [CH2:1]([N:5]1[C:10]2=[N:11][N:12]([CH2:13][C:14]3[C:23]4[C:18](=[CH:19][CH:20]=[CH:21][CH:22]=4)[CH:17]=[CH:16][CH:15]=3)[C:32]([C:31]3[CH:30]=[C:29]([CH:36]=[CH:35][CH:34]=3)[C:27]#[N:28])=[C:9]2[C:8](=[O:24])[N:7]([CH3:25])[C:6]1=[O:26])[CH:2]([CH3:4])[CH3:3], predict the reactants needed to synthesize it. The reactants are: [CH2:1]([N:5]1[C:10]([NH:11][N:12]=[CH:13][C:14]2[C:23]3[C:18](=[CH:19][CH:20]=[CH:21][CH:22]=3)[CH:17]=[CH:16][CH:15]=2)=[CH:9][C:8](=[O:24])[N:7]([CH3:25])[C:6]1=[O:26])[CH:2]([CH3:4])[CH3:3].[C:27]([C:29]1[CH:30]=[C:31]([CH:34]=[CH:35][CH:36]=1)[CH:32]=O)#[N:28].C(N(CC)CC)C. (4) Given the product [CH:1]1([NH:4][C:5]2[N:10]=[C:9]3[C:8]([NH:20][C:21](=[O:22])[N:11]3[C:12]3[CH:17]=[CH:16][CH:15]=[C:14]([O:18][CH3:19])[CH:13]=3)=[CH:7][N:6]=2)[CH2:3][CH2:2]1, predict the reactants needed to synthesize it. The reactants are: [CH:1]1([NH:4][C:5]2[N:10]=[C:9]([NH:11][C:12]3[CH:17]=[CH:16][CH:15]=[C:14]([O:18][CH3:19])[CH:13]=3)[C:8]([NH2:20])=[CH:7][N:6]=2)[CH2:3][CH2:2]1.[C:21](C1NC=CN=1)(C1NC=CN=1)=[O:22]. (5) Given the product [Cl:19][C:2]1[C:11]([C:12]([O:14][CH3:15])=[O:13])=[C:10]2[N:5]([CH2:6][CH2:7][CH2:8][CH2:9]2)[C:4](=[O:16])[CH:3]=1, predict the reactants needed to synthesize it. The reactants are: O[C:2]1[C:11]([C:12]([O:14][CH3:15])=[O:13])=[C:10]2[N:5]([CH2:6][CH2:7][CH2:8][CH2:9]2)[C:4](=[O:16])[CH:3]=1.P(Cl)(Cl)([Cl:19])=O.CN(C)C1C=CC=CC=1. (6) Given the product [NH2:22][C:15]1[C:16]([CH3:21])=[C:17]([Br:20])[CH:18]=[CH:19][C:14]=1[N:11]1[CH2:12][CH2:13][N:8]([C:6]([O:5][C:1]([CH3:4])([CH3:3])[CH3:2])=[O:7])[CH2:9][CH2:10]1, predict the reactants needed to synthesize it. The reactants are: [C:1]([O:5][C:6]([N:8]1[CH2:13][CH2:12][N:11]([C:14]2[CH:19]=[CH:18][C:17]([Br:20])=[C:16]([CH3:21])[C:15]=2[N+:22]([O-])=O)[CH2:10][CH2:9]1)=[O:7])([CH3:4])([CH3:3])[CH3:2].C(O)(=O)C.C1COCC1. (7) The reactants are: [CH:1]([C@@H:4]1[NH:9][C:8](=O)[C@H:7]([CH:11]([CH3:13])[CH3:12])[NH:6][C:5]1=O)([CH3:3])[CH3:2].B.C1COCC1. Given the product [CH:11]([C@H:7]1[CH2:8][NH:9][C@@H:4]([CH:1]([CH3:3])[CH3:2])[CH2:5][NH:6]1)([CH3:13])[CH3:12], predict the reactants needed to synthesize it. (8) The reactants are: [CH2:1]([C:3]1[CH:10]=[CH:9][C:6]([CH2:7][Cl:8])=[CH:5][CH:4]=1)[CH3:2].[C:11]1([P:17]([C:24]2[CH:29]=[CH:28][CH:27]=[CH:26][CH:25]=2)[C:18]2[CH:23]=[CH:22][CH:21]=[CH:20][CH:19]=2)[CH:16]=[CH:15][CH:14]=[CH:13][CH:12]=1. Given the product [Cl-:8].[CH2:1]([C:3]1[CH:10]=[CH:9][C:6]([CH2:7][P+:17]([C:18]2[CH:19]=[CH:20][CH:21]=[CH:22][CH:23]=2)([C:24]2[CH:29]=[CH:28][CH:27]=[CH:26][CH:25]=2)[C:11]2[CH:12]=[CH:13][CH:14]=[CH:15][CH:16]=2)=[CH:5][CH:4]=1)[CH3:2], predict the reactants needed to synthesize it. (9) Given the product [Cl:23][C:12]1[N:11]2[C:7](=[N:8][C:9]3[CH:17]=[CH:16][CH:15]=[CH:14][C:10]=32)[C:6]([C:18]#[N:19])=[C:5]([CH3:20])[C:4]=1[CH:1]([CH3:3])[CH3:2], predict the reactants needed to synthesize it. The reactants are: [CH:1]([C:4]1[C:12](=O)[N:11]2[C:7]([NH:8][C:9]3[CH:17]=[CH:16][CH:15]=[CH:14][C:10]=32)=[C:6]([C:18]#[N:19])[C:5]=1[CH3:20])([CH3:3])[CH3:2].P(Cl)(Cl)([Cl:23])=O.